From a dataset of Peptide-MHC class II binding affinity with 134,281 pairs from IEDB. Regression. Given a peptide amino acid sequence and an MHC pseudo amino acid sequence, predict their binding affinity value. This is MHC class II binding data. (1) The peptide sequence is AYGIPKVPPGPNITA. The MHC is HLA-DPA10201-DPB10501 with pseudo-sequence HLA-DPA10201-DPB10501. The binding affinity (normalized) is 0. (2) The peptide sequence is GELQIVDKIDAAFKL. The MHC is DRB1_0404 with pseudo-sequence DRB1_0404. The binding affinity (normalized) is 0.501. (3) The binding affinity (normalized) is 0.424. The MHC is DRB1_0701 with pseudo-sequence DRB1_0701. The peptide sequence is KFTQFAGKDLESIKG. (4) The peptide sequence is GRYKDEKDVTDITVK. The MHC is HLA-DQA10501-DQB10201 with pseudo-sequence HLA-DQA10501-DQB10201. The binding affinity (normalized) is 0. (5) The peptide sequence is QSAVVCGRRHSVRIR. The MHC is HLA-DQA10501-DQB10301 with pseudo-sequence HLA-DQA10501-DQB10301. The binding affinity (normalized) is 0.266. (6) The peptide sequence is AEMETESWIVDRQWA. The MHC is DRB1_0301 with pseudo-sequence DRB1_0301. The binding affinity (normalized) is 0.269.